From a dataset of Reaction yield outcomes from USPTO patents with 853,638 reactions. Predict the reaction yield, written as a fraction of the theoretical maximum amount of product (1.0 means a 100% yield; for example, 0.34 means a 34% yield). (1) The reactants are [S:1]1[CH:5]=[CH:4]C=[C:2]1C(O)=O.[O-:9]CC.[Na+].S1C=CC=C1CC(O)=O.ClC[Si:24]([O:31][CH2:32][CH3:33])([O:28][CH2:29][CH3:30])[O:25][CH2:26][CH3:27]. The catalyst is COCCOCCOC. The product is [C:5]([S:1][CH2:2][Si:24]([O:31][CH2:32][CH3:33])([O:28][CH2:29][CH3:30])[O:25][CH2:26][CH3:27])(=[O:9])[CH3:4]. The yield is 0.550. (2) The reactants are [Cl:1][C:2]1[CH:7]=[CH:6][C:5]([C:8]2[C:13]([C:14](O)=[O:15])=[CH:12][N:11]=[CH:10][C:9]=2[F:17])=[C:4]([F:18])[CH:3]=1.C1C=CC2N(O)N=[N:25][C:23]=2C=1.C(Cl)CCl.Cl.CN.CCN(C(C)C)C(C)C. The catalyst is CN(C=O)C. The product is [Cl:1][C:2]1[CH:7]=[CH:6][C:5]([C:8]2[C:13]([C:14]([NH:25][CH3:23])=[O:15])=[CH:12][N:11]=[CH:10][C:9]=2[F:17])=[C:4]([F:18])[CH:3]=1. The yield is 0.630. (3) The reactants are CC(C)([O-])C.[K+].[Cl:7][C:8]1[CH:9]=[C:10]([C:15]#[C:16][Si](C)(C)C)[C:11]([NH2:14])=[N:12][CH:13]=1. The catalyst is CN1CCCC1=O.[Cl-].[Na+].O. The product is [Cl:7][C:8]1[CH:9]=[C:10]2[CH:15]=[CH:16][NH:14][C:11]2=[N:12][CH:13]=1. The yield is 0.410. (4) The reactants are [CH2:1]([C:4]1[CH:13]=[C:12]([F:14])[C:11]([F:15])=[CH:10][C:5]=1[C:6](OC)=[O:7])[CH:2]=[CH2:3].[H-].[H-].[H-].[H-].[Li+].[Al+3]. The catalyst is C1COCC1. The product is [CH2:1]([C:4]1[CH:13]=[C:12]([F:14])[C:11]([F:15])=[CH:10][C:5]=1[CH2:6][OH:7])[CH:2]=[CH2:3]. The yield is 0.480.